From a dataset of Full USPTO retrosynthesis dataset with 1.9M reactions from patents (1976-2016). Predict the reactants needed to synthesize the given product. (1) The reactants are: [F:1][C:2]([F:31])([F:30])[C:3]1[CH:8]=[CH:7][C:6]([C:9]2[N:14]=[CH:13][C:12]([CH:15]([O:18][C:19]3[CH:29]=[CH:28][C:22]([C:23]([O:25]CC)=[O:24])=[CH:21][CH:20]=3)[CH2:16][CH3:17])=[CH:11][CH:10]=2)=[CH:5][CH:4]=1.[OH-].[Na+]. Given the product [F:30][C:2]([F:1])([F:31])[C:3]1[CH:4]=[CH:5][C:6]([C:9]2[N:14]=[CH:13][C:12]([CH:15]([O:18][C:19]3[CH:20]=[CH:21][C:22]([C:23]([OH:25])=[O:24])=[CH:28][CH:29]=3)[CH2:16][CH3:17])=[CH:11][CH:10]=2)=[CH:7][CH:8]=1, predict the reactants needed to synthesize it. (2) Given the product [OH:14][CH2:13][C:12]1[CH:18]=[CH:19][C:9]([NH:8][C:6](=[O:7])[O:5][C:1]([CH3:3])([CH3:2])[CH3:4])=[N:10][CH:11]=1, predict the reactants needed to synthesize it. The reactants are: [C:1]([O:5][C:6]([NH:8][C:9]1[CH:19]=[CH:18][C:12]([C:13](OCC)=[O:14])=[CH:11][N:10]=1)=[O:7])([CH3:4])([CH3:3])[CH3:2].[H-].[H-].[H-].[H-].[Li+].[Al+3]. (3) Given the product [CH3:1][NH:2][CH2:7][CH2:8][C:9]1[CH:10]=[C:11]2[C:12](=[CH:13][CH:14]=1)[NH:15][N:29]=[C:18]2[S:19]([C:22]1[CH:27]=[CH:26][CH:25]=[CH:24][CH:23]=1)(=[O:21])=[O:20], predict the reactants needed to synthesize it. The reactants are: [CH3:1][N:2]([CH2:7][CH2:8][C:9]1[CH:14]=[CH:13][C:12]([N+:15]([O-])=O)=[C:11]([CH2:18][S:19]([C:22]2[CH:27]=[CH:26][CH:25]=[CH:24][CH:23]=2)(=[O:21])=[O:20])[CH:10]=1)C(=O)OC.C[N:29](CCC1C=CC([N+]([O-])=O)=CC=1)C(=O)OC. (4) The reactants are: [CH3:1][O:2][C:3](=[O:10])[CH2:4][CH2:5][C:6]([CH2:8][Cl:9])=[O:7].[CH2:11](O)[CH2:12]C. Given the product [CH2:1]([O:2][C:3](=[O:10])[CH2:4][CH2:5][C:6]([CH2:8][Cl:9])=[O:7])[CH2:11][CH3:12], predict the reactants needed to synthesize it. (5) Given the product [C:1]1([C:7]2[N:8]=[C:9]([N:12]3[CH2:17][CH2:16][NH:15][CH2:14][CH2:13]3)[S:10][CH:11]=2)[CH:2]=[CH:3][CH:4]=[CH:5][CH:6]=1, predict the reactants needed to synthesize it. The reactants are: [C:1]1([C:7]2[N:8]=[C:9]([N:12]3[CH2:17][CH2:16][N:15](C(OC(C)(C)C)=O)[CH2:14][CH2:13]3)[S:10][CH:11]=2)[CH:6]=[CH:5][CH:4]=[CH:3][CH:2]=1.Cl.C(OCC)C. (6) Given the product [F:43][C:44]1[CH:51]=[CH:50][C:47]([CH2:48][N:30]2[CH:31]=[N:32][C:28]([C:26]3[S:25][C:24]([C:33]([NH:35][CH2:36][C:37]4[CH:38]=[N:39][CH:40]=[CH:41][CH:42]=4)=[O:34])=[C:23]([CH3:22])[CH:27]=3)=[N:29]2)=[CH:46][CH:45]=1, predict the reactants needed to synthesize it. The reactants are: C(NC(C1SC(C2N=CNN=2)=CC=1C)=O)C1C=CC=CC=1.[CH3:22][C:23]1[CH:27]=[C:26]([C:28]2[N:32]=[CH:31][NH:30][N:29]=2)[S:25][C:24]=1[C:33]([NH:35][CH2:36][C:37]1[CH:38]=[N:39][CH:40]=[CH:41][CH:42]=1)=[O:34].[F:43][C:44]1[CH:51]=[CH:50][C:47]([CH2:48]Br)=[CH:46][CH:45]=1. (7) Given the product [C:16]([O:15][C:13]([NH:12][CH2:11][C:5]1([C:3]([OH:4])=[O:2])[CH2:7][CH:6]1[CH:8]([CH3:9])[CH3:10])=[O:14])([CH3:17])([CH3:19])[CH3:18], predict the reactants needed to synthesize it. The reactants are: C[O:2][C:3]([C:5]1([CH2:11][NH:12][C:13]([O:15][C:16]([CH3:19])([CH3:18])[CH3:17])=[O:14])[CH2:7][CH:6]1[CH:8]([CH3:10])[CH3:9])=[O:4].[OH-].[Li+].